This data is from Catalyst prediction with 721,799 reactions and 888 catalyst types from USPTO. The task is: Predict which catalyst facilitates the given reaction. (1) Reactant: Cl.[Br:2][C:3]1[CH:8]=[CH:7][C:6]([O:9]COC)=[C:5]([CH2:13]/[CH:14]=[C:15](\[CH3:21])/[CH2:16][O:17][CH2:18][C:19]#[CH:20])[CH:4]=1. Product: [Br:2][C:3]1[CH:8]=[CH:7][C:6]([OH:9])=[C:5]([CH2:13]/[CH:14]=[C:15](\[CH3:21])/[CH2:16][O:17][CH2:18][C:19]#[CH:20])[CH:4]=1. The catalyst class is: 41. (2) Product: [Br:1][C:2]1[C:3]([NH2:11])=[N:4][CH:5]=[C:6]([C:15]2[CH:16]=[CH:17][C:18]([O:20][CH3:21])=[CH:19][C:14]=2[F:13])[C:7]=1[CH2:8][CH3:9]. The catalyst class is: 184. Reactant: [Br:1][C:2]1[C:3]([NH2:11])=[N:4][CH:5]=[C:6](Br)[C:7]=1[CH2:8][CH3:9].O.[F:13][C:14]1[CH:19]=[C:18]([O:20][CH3:21])[CH:17]=[CH:16][C:15]=1B(O)O.C([O-])([O-])=O.[Na+].[Na+]. (3) Reactant: [NH2:1][C:2]1[CH:7]=[CH:6][CH:5]=[CH:4][C:3]=1[OH:8].[C:9]([O:13][C:14](O[C:14]([O:13][C:9]([CH3:12])([CH3:11])[CH3:10])=[O:15])=[O:15])([CH3:12])([CH3:11])[CH3:10]. Product: [C:9]([O:13][C:14]([NH:1][C:2]1[CH:7]=[CH:6][CH:5]=[CH:4][C:3]=1[OH:8])=[O:15])([CH3:12])([CH3:11])[CH3:10]. The catalyst class is: 1. (4) Reactant: [OH:1][C:2]1[CH:3]=[C:4]([CH:14]=[C:15]([O:17][C@@H:18]([CH3:22])[CH2:19][O:20][CH3:21])[CH:16]=1)[C:5]([NH:7][C:8]1[CH:12]=[CH:11][N:10]([CH3:13])[N:9]=1)=[O:6].C(=O)([O-])[O-].[K+].[K+].F[C:30]1[CH:31]=[CH:32][C:33]([C:36]2[O:40][C:39]([C:41]([NH:43][CH3:44])=[O:42])=[N:38][N:37]=2)=[N:34][CH:35]=1.O. Product: [CH3:21][O:20][CH2:19][C@@H:18]([O:17][C:15]1[CH:16]=[C:2]([CH:3]=[C:4]([C:5](=[O:6])[NH:7][C:8]2[CH:12]=[CH:11][N:10]([CH3:13])[N:9]=2)[CH:14]=1)[O:1][C:30]1[CH:31]=[CH:32][C:33]([C:36]2[O:40][C:39]([C:41]([NH:43][CH3:44])=[O:42])=[N:38][N:37]=2)=[N:34][CH:35]=1)[CH3:22]. The catalyst class is: 37. (5) Reactant: [CH3:1][O:2][C:3](=[O:24])[C@@H:4]([C@H:14]([OH:23])[C:15]([N:17]1[CH2:22][CH2:21][O:20][CH2:19][CH2:18]1)=[O:16])[CH2:5]/[CH:6]=[CH:7]/[C:8]1[CH:13]=[CH:12][CH:11]=[CH:10][CH:9]=1. Product: [CH3:1][O:2][C:3](=[O:24])[C@@H:4]([C@H:14]([OH:23])[C:15]([N:17]1[CH2:22][CH2:21][O:20][CH2:19][CH2:18]1)=[O:16])[CH2:5][CH2:6][CH2:7][C:8]1[CH:13]=[CH:12][CH:11]=[CH:10][CH:9]=1. The catalyst class is: 19. (6) Reactant: N([O:3][C:4](C)(C)C)=O.[Cu]C#N.[CH3:11][N:12]1[C:16](N)=[C:15]([CH3:18])[C:14]([C:19]([F:25])([F:24])[C:20]([F:23])([F:22])[F:21])=[N:13]1.[OH-:26].[K+].Cl. Product: [CH3:11][N:12]1[C:16]([C:4]([OH:3])=[O:26])=[C:15]([CH3:18])[C:14]([C:19]([F:25])([F:24])[C:20]([F:23])([F:22])[F:21])=[N:13]1. The catalyst class is: 47. (7) Reactant: [C:1](OC(=O)C)(=O)C.C(Cl)(=O)C.ClCCl.O1[CH2:19][CH2:18][CH2:17]C1.C([N:22]([CH2:25][CH3:26])[CH2:23][CH3:24])C. Product: [CH:18]([N:22]([CH:23]([CH3:24])[CH3:1])[CH2:25][CH3:26])([CH3:19])[CH3:17]. The catalyst class is: 17. (8) Reactant: [NH2:1][C:2]1[CH:12]=[CH:11][C:10]([O:13][CH2:14][CH3:15])=[CH:9][C:3]=1[C:4]([O:6][CH2:7][CH3:8])=[O:5].[CH:16](=O)[CH2:17][CH3:18].C(O)(=O)C.C(O[BH-](OC(=O)C)OC(=O)C)(=O)C.[Na+]. Product: [CH2:14]([O:13][C:10]1[CH:11]=[CH:12][C:2]([NH:1][CH2:16][CH2:17][CH3:18])=[C:3]([CH:9]=1)[C:4]([O:6][CH2:7][CH3:8])=[O:5])[CH3:15]. The catalyst class is: 325.